From a dataset of Reaction yield outcomes from USPTO patents with 853,638 reactions. Predict the reaction yield, written as a fraction of the theoretical maximum amount of product (1.0 means a 100% yield; for example, 0.34 means a 34% yield). (1) The reactants are CCCCCC.[Li]CCCC.[S:12]1[CH:16]=[CH:15][CH:14]=[CH:13]1.CN(C)CCN(C)C.[CH3:25][Sn:26](Cl)([CH3:28])[CH3:27]. The catalyst is C1COCC1. The product is [CH3:25][Sn:26]([CH3:28])([CH3:27])[C:13]1[S:12][C:16]([Sn:26]([CH3:28])([CH3:27])[CH3:25])=[CH:15][CH:14]=1. The yield is 0.930. (2) The reactants are C([O:8][C:9]1[CH:18]=[C:17]2[C:12]([C:13]([O:19][C:20]3[C:21]([CH3:30])=[N:22][C:23]4[C:28]([CH:29]=3)=[CH:27][CH:26]=[CH:25][CH:24]=4)=[CH:14][CH:15]=[N:16]2)=[CH:11][C:10]=1[O:31][CH3:32])C1C=CC=CC=1. The catalyst is CN(C)C=O.[OH-].[Pd+2].[OH-]. The product is [CH3:32][O:31][C:10]1[CH:11]=[C:12]2[C:17](=[CH:18][C:9]=1[OH:8])[N:16]=[CH:15][CH:14]=[C:13]2[O:19][C:20]1[C:21]([CH3:30])=[N:22][C:23]2[C:28]([CH:29]=1)=[CH:27][CH:26]=[CH:25][CH:24]=2. The yield is 0.850. (3) The reactants are [CH3:1][O:2][C:3]1[CH:4]=[C:5]([CH:8]=[CH:9][C:10]=1[O:11][CH3:12])[CH:6]=O.S(O)(O)(=O)=O.[CH3:18][C@H:19]([NH2:27])[CH2:20][C:21]1[CH:26]=[CH:25][CH:24]=[CH:23][CH:22]=1.C(N(CC)CC)C.C(O[BH-](OC(=O)C)OC(=O)C)(=O)C.[Na+]. The product is [CH3:1][O:2][C:3]1[CH:4]=[C:5]([CH:8]=[CH:9][C:10]=1[O:11][CH3:12])[CH2:6][NH:27][C@@H:19]([CH3:18])[CH2:20][C:21]1[CH:26]=[CH:25][CH:24]=[CH:23][CH:22]=1. The catalyst is ClCCCl. The yield is 0.670. (4) The reactants are [F-].C([N+](CCCC)(CCCC)CCCC)CCC.[CH3:19][O:20][C:21]1[N:26]=[C:25]([C:27]2[CH:34]=[CH:33][C:30]([CH:31]=[O:32])=[CH:29][CH:28]=2)[CH:24]=[CH:23][CH:22]=1.[F:35][C:36]([Si](C)(C)C)([F:38])[F:37].Cl. The catalyst is C1COCC1. The product is [CH3:19][O:20][C:21]1[N:26]=[C:25]([C:27]2[CH:34]=[CH:33][C:30]([CH:31]([OH:32])[C:36]([F:38])([F:37])[F:35])=[CH:29][CH:28]=2)[CH:24]=[CH:23][CH:22]=1. The yield is 0.900. (5) The reactants are [I:1][C:2]1[C:10]2[C:5](=[N:6][CH:7]=[N:8][C:9]=2[NH2:11])[NH:4][N:3]=1.O[CH2:13][C@H:14]1[CH2:18][CH2:17][CH2:16][N:15]1[C:19]([O:21][C:22]([CH3:25])([CH3:24])[CH3:23])=[O:20].C1C=CC(P(C2C=CC=CC=2)C2C=CC=CC=2)=CC=1.CC(OC(/N=N/C(OC(C)C)=O)=O)C. The catalyst is O.CN(C)C=O. The product is [NH2:11][C:9]1[N:8]=[CH:7][N:6]=[C:5]2[N:4]([CH2:13][C@H:14]3[CH2:18][CH2:17][CH2:16][N:15]3[C:19]([O:21][C:22]([CH3:23])([CH3:25])[CH3:24])=[O:20])[N:3]=[C:2]([I:1])[C:10]=12. The yield is 0.0600.